This data is from Forward reaction prediction with 1.9M reactions from USPTO patents (1976-2016). The task is: Predict the product of the given reaction. (1) The product is: [F:1][C:2]1[N:3]=[C:4]([CH2:8][C:15]2([OH:14])[CH2:16][N:17]([C:19]([O:21][C:22]([CH3:24])([CH3:23])[CH3:25])=[O:20])[CH2:18]2)[CH:5]=[CH:6][CH:7]=1. Given the reactants [F:1][C:2]1[CH:7]=[CH:6][CH:5]=[C:4]([CH3:8])[N:3]=1.C([Li])CCC.[O:14]=[C:15]1[CH2:18][N:17]([C:19]([O:21][C:22]([CH3:25])([CH3:24])[CH3:23])=[O:20])[CH2:16]1, predict the reaction product. (2) Given the reactants O[CH2:2][C@@H:3]([NH2:8])[CH2:4][CH:5]([CH3:7])[CH3:6].COC(=O)[C@H](CC(C)C)N.OCCN.[F:23][C:24]1[CH:29]=[CH:28][C:27]([N:30]=[C:31]=[S:32])=[C:26]([CH3:33])[CH:25]=1, predict the reaction product. The product is: [F:23][C:24]1[CH:29]=[CH:28][C:27]([N:30]=[C:31]2[NH:8][C@@H:3]([CH2:4][CH:5]([CH3:7])[CH3:6])[CH2:2][S:32]2)=[C:26]([CH3:33])[CH:25]=1. (3) The product is: [C:1]([O:5][C:6]([NH:8][C@H:9]([C:13]([O:15][CH2:16][CH:17]([CH2:19][O:20][C:33](=[O:34])[C@H:29]([CH:30]([CH3:31])[CH3:32])[NH:28][C:21]([O:23][C:24]([CH3:25])([CH3:26])[CH3:27])=[O:22])[OH:18])=[O:14])[CH:10]([CH3:11])[CH3:12])=[O:7])([CH3:2])([CH3:4])[CH3:3]. Given the reactants [C:1]([O:5][C:6]([NH:8][C@H:9]([C:13]([O:15][CH2:16][CH:17]([CH2:19][OH:20])[OH:18])=[O:14])[CH:10]([CH3:12])[CH3:11])=[O:7])([CH3:4])([CH3:3])[CH3:2].[C:21]([NH:28][C@H:29]([C:33](O)=[O:34])[CH:30]([CH3:32])[CH3:31])([O:23][C:24]([CH3:27])([CH3:26])[CH3:25])=[O:22].C1CCC(N=C=NC2CCCCC2)CC1, predict the reaction product. (4) Given the reactants C(O[C@H:5]1[C@H:10]([O:11][C:12](=[O:14])[CH3:13])[C@@H:9]([CH2:15][O:16][C:17](=[O:19])[CH3:18])[O:8][CH:7]=[CH:6]1)(=O)C.C([SiH](CC)CC)C.B(F)(F)F.CCOCC, predict the reaction product. The product is: [C:12]([O:11][C@@H:10]1[C@@H:9]([CH2:15][O:16][C:17](=[O:19])[CH3:18])[O:8][CH2:7][CH:6]=[CH:5]1)(=[O:14])[CH3:13].